Regression. Given two drug SMILES strings and cell line genomic features, predict the synergy score measuring deviation from expected non-interaction effect. From a dataset of NCI-60 drug combinations with 297,098 pairs across 59 cell lines. (1) Drug 1: C1=C(C(=O)NC(=O)N1)F. Drug 2: CC(C)NC(=O)C1=CC=C(C=C1)CNNC.Cl. Cell line: HCT-15. Synergy scores: CSS=29.1, Synergy_ZIP=0.421, Synergy_Bliss=-5.18, Synergy_Loewe=-16.6, Synergy_HSA=-7.02. (2) Drug 1: C1=CC(=CC=C1CC(C(=O)O)N)N(CCCl)CCCl.Cl. Synergy scores: CSS=10.2, Synergy_ZIP=-4.75, Synergy_Bliss=0.152, Synergy_Loewe=-7.53, Synergy_HSA=-1.91. Drug 2: C1C(C(OC1N2C=NC3=C(N=C(N=C32)Cl)N)CO)O. Cell line: HCT-15. (3) Drug 1: C1CC(C1)(C(=O)O)C(=O)O.[NH2-].[NH2-].[Pt+2]. Drug 2: CC(C)CN1C=NC2=C1C3=CC=CC=C3N=C2N. Cell line: UO-31. Synergy scores: CSS=-0.636, Synergy_ZIP=-0.262, Synergy_Bliss=0.0110, Synergy_Loewe=-0.877, Synergy_HSA=-0.991.